The task is: Predict which catalyst facilitates the given reaction.. This data is from Catalyst prediction with 721,799 reactions and 888 catalyst types from USPTO. (1) Reactant: [Br:1][C:2]1[CH:3]=[C:4]([N+:9]([O-])=O)[CH:5]=[CH:6][C:7]=1[Cl:8].O.O.[Sn](Cl)(Cl)(Cl)Cl.C([O-])([O-])=O.[Na+].[Na+]. The catalyst class is: 871. Product: [Br:1][C:2]1[CH:3]=[C:4]([CH:5]=[CH:6][C:7]=1[Cl:8])[NH2:9]. (2) Reactant: C([N:8]1[C@@H:12]([CH3:13])[CH2:11][C@H:10]([CH2:14][N:15]2[C:23]3[C:18](=[CH:19][C:20]([C:24]4[CH:25]=[N:26][N:27]([CH:29]5[CH2:34][CH2:33][CH2:32][CH2:31][O:30]5)[CH:28]=4)=[CH:21][CH:22]=3)[CH:17]=[CH:16]2)[CH2:9]1)C1C=CC=CC=1.C([O-])=O.[NH4+].C(OCC)(=O)C. Product: [CH3:13][C@@H:12]1[NH:8][CH2:9][C@@H:10]([CH2:14][N:15]2[C:23]3[C:18](=[CH:19][C:20]([C:24]4[CH:25]=[N:26][N:27]([CH:29]5[CH2:34][CH2:33][CH2:32][CH2:31][O:30]5)[CH:28]=4)=[CH:21][CH:22]=3)[CH:17]=[CH:16]2)[CH2:11]1. The catalyst class is: 105.